This data is from Reaction yield outcomes from USPTO patents with 853,638 reactions. The task is: Predict the reaction yield, written as a fraction of the theoretical maximum amount of product (1.0 means a 100% yield; for example, 0.34 means a 34% yield). (1) The reactants are [Cl:1][C:2]1[CH:9]=[CH:8][C:5]([CH:6]=[O:7])=[CH:4][N:3]=1.[C:10]1([Mg]Br)[CH:15]=[CH:14][CH:13]=[CH:12][CH:11]=1.[Cl-].[NH4+]. The catalyst is O1CCCC1. The product is [Cl:1][C:2]1[N:3]=[CH:4][C:5]([CH:6]([C:10]2[CH:15]=[CH:14][CH:13]=[CH:12][CH:11]=2)[OH:7])=[CH:8][CH:9]=1. The yield is 0.960. (2) The reactants are O.[CH3:2][O:3][C:4]1[CH:9]=[CH:8][C:7]([C:10]([CH:12]=O)=[O:11])=[CH:6][CH:5]=1.C1(P(=[CH:33][C:34](=[O:36])[CH3:35])(C2C=CC=CC=2)C2C=CC=CC=2)C=CC=CC=1. The catalyst is C1COCC1. The product is [CH3:2][O:3][C:4]1[CH:5]=[CH:6][C:7]([C:10](=[O:11])/[CH:12]=[CH:33]/[C:34](=[O:36])[CH3:35])=[CH:8][CH:9]=1. The yield is 0.930. (3) The reactants are C[N:2]([CH3:19])[CH:3]=[CH:4][C:5]([C:7]1[CH:8]=[C:9]([N:13]([CH2:17][CH3:18])[C:14](=[O:16])[CH3:15])[CH:10]=[CH:11][CH:12]=1)=O.N[C:21]1[C:25]([C:26]#[N:27])=C[NH:23][N:22]=1.P(=O)(O)(O)O. The catalyst is O.CO. The product is [CH3:18][CH2:17][N:13]([C:14]([CH3:15])=[O:16])[C:9]1[CH:10]=[CH:11][CH:12]=[C:7]([C:5]2[N:23]3[N:22]=[CH:21][C:25]([C:26]#[N:27])=[C:19]3[N:2]=[CH:3][CH:4]=2)[CH:8]=1. The yield is 0.915. (4) The reactants are [H-].[H-].[H-].[H-].[Li+].[Al+3].[C:7]([C:11]1[CH:16]=[CH:15][C:14]([C:17]2[C:26]3[CH2:25][CH2:24][CH2:23][CH2:22][C:21]=3[CH:20]=[C:19]3[C:27](=O)[CH:28]([CH3:30])[CH2:29][C:18]=23)=[CH:13][CH:12]=1)([CH3:10])([CH3:9])[CH3:8].Cl.C1C=CC=CC=1.CCOC(C)=O. The catalyst is CCOCC. The product is [C:7]([C:11]1[CH:12]=[CH:13][C:14]([C:17]2[C:26]3[CH2:25][CH2:24][CH2:23][CH2:22][C:21]=3[CH:20]=[C:19]3[CH:27]=[C:28]([CH3:30])[CH2:29][C:18]=23)=[CH:15][CH:16]=1)([CH3:10])([CH3:8])[CH3:9]. The yield is 0.810. (5) The reactants are [C:1]([O:5][C:6]([N:8]1[CH2:12][CH2:11][CH2:10][CH:9]1[C:13]1[NH:17][C:16]2[CH:18]=[C:19](Br)[CH:20]=[CH:21][C:15]=2[N:14]=1)=[O:7])([CH3:4])([CH3:3])[CH3:2].[B:23]1([B:23]2[O:27][C:26]([CH3:29])([CH3:28])[C:25]([CH3:31])([CH3:30])[O:24]2)[O:27][C:26]([CH3:29])([CH3:28])[C:25]([CH3:31])([CH3:30])[O:24]1.C([O-])(=O)C.[K+]. The catalyst is O1CCOCC1.C(OCC)(=O)C.C1C=CC(P(C2C=CC=CC=2)[C-]2C=CC=C2)=CC=1.C1C=CC(P(C2C=CC=CC=2)[C-]2C=CC=C2)=CC=1.Cl[Pd]Cl.[Fe+2]. The product is [C:1]([O:5][C:6]([N:8]1[CH2:12][CH2:11][CH2:10][CH:9]1[C:13]1[NH:17][C:16]2[CH:18]=[C:19]([B:23]3[O:27][C:26]([CH3:29])([CH3:28])[C:25]([CH3:31])([CH3:30])[O:24]3)[CH:20]=[CH:21][C:15]=2[N:14]=1)=[O:7])([CH3:4])([CH3:3])[CH3:2]. The yield is 0.590. (6) The reactants are BrC1C=C(C=C(C(C2C=CC=C(OC(F)F)C=2)(C)C)C=1)N.[Cl:22][C:23]1[CH:24]=[C:25]([CH:43]=[C:44]([N+:46]([O-])=O)[CH:45]=1)[N:26]([C:28]1[CH:33]=[C:32]([O:34][C:35]([F:38])([F:37])[F:36])[CH:31]=[C:30]([O:39][CH:40]([CH3:42])[CH3:41])[CH:29]=1)[CH3:27]. No catalyst specified. The product is [Cl:22][C:23]1[CH:45]=[C:44]([NH2:46])[CH:43]=[C:25]([N:26]([C:28]2[CH:33]=[C:32]([O:34][C:35]([F:38])([F:37])[F:36])[CH:31]=[C:30]([O:39][CH:40]([CH3:41])[CH3:42])[CH:29]=2)[CH3:27])[CH:24]=1. The yield is 0.880.